From a dataset of Peptide-MHC class I binding affinity with 185,985 pairs from IEDB/IMGT. Regression. Given a peptide amino acid sequence and an MHC pseudo amino acid sequence, predict their binding affinity value. This is MHC class I binding data. (1) The peptide sequence is VLRQAALSL. The MHC is HLA-B51:01 with pseudo-sequence HLA-B51:01. The binding affinity (normalized) is 0.0847. (2) The peptide sequence is VLYCVHQHI. The MHC is HLA-A02:01 with pseudo-sequence HLA-A02:01. The binding affinity (normalized) is 0.820. (3) The peptide sequence is MLMTGTLAV. The MHC is HLA-A02:06 with pseudo-sequence HLA-A02:06. The binding affinity (normalized) is 0.790. (4) The peptide sequence is YILWENNIKL. The MHC is HLA-A02:17 with pseudo-sequence HLA-A02:17. The binding affinity (normalized) is 0.786. (5) The peptide sequence is SQVLQQSTY. The MHC is HLA-A30:02 with pseudo-sequence HLA-A30:02. The binding affinity (normalized) is 0.302. (6) The binding affinity (normalized) is 0. The MHC is HLA-B15:03 with pseudo-sequence HLA-B15:03. The peptide sequence is RTRNMFRKK. (7) The peptide sequence is NTPTFAIKK. The MHC is Mamu-B8301 with pseudo-sequence Mamu-B8301. The binding affinity (normalized) is 0.798.